From a dataset of Reaction yield outcomes from USPTO patents with 853,638 reactions. Predict the reaction yield, written as a fraction of the theoretical maximum amount of product (1.0 means a 100% yield; for example, 0.34 means a 34% yield). (1) The reactants are [S:1]1[CH:5]=[CH:4][C:3]([CH:6]=O)=[CH:2]1.C([CH2:11][S:12]([CH2:15][S:16]([CH2:19][C:20](O)=O)(=[O:18])=[O:17])(=[O:14])=[O:13])(O)=O. The catalyst is C(O)(=O)C. The product is [S:1]1[CH:5]=[CH:4][C:3](/[CH:6]=[CH:11]/[S:12]([CH2:15][S:16](/[CH:19]=[CH:20]/[C:3]2[CH:4]=[CH:5][S:1][CH:2]=2)(=[O:18])=[O:17])(=[O:14])=[O:13])=[CH:2]1. The yield is 0.550. (2) The reactants are [F:1][C:2]1[CH:7]=[CH:6][C:5]([C:8]2[C:16]3[C:11](=[CH:12][CH:13]=[C:14]([C:17]([OH:19])=O)[CH:15]=3)[NH:10][N:9]=2)=[CH:4][CH:3]=1.O.ON1C2C=CC=CC=2N=N1.Cl.CN(C)CCCN=C=NCC.[CH2:43]([NH2:49])[CH:44]1[O:48][CH2:47][CH2:46][CH2:45]1. The catalyst is O1CCCC1.O.CN(C)C=O. The product is [F:1][C:2]1[CH:3]=[CH:4][C:5]([C:8]2[C:16]3[C:11](=[CH:12][CH:13]=[C:14]([C:17]([NH:49][CH2:43][CH:44]4[CH2:45][CH2:46][CH2:47][O:48]4)=[O:19])[CH:15]=3)[NH:10][N:9]=2)=[CH:6][CH:7]=1. The yield is 0.740. (3) The reactants are Br[C:2]1[S:6][C:5]([NH:7][C:8]([NH:10][C:11]2[CH:16]=[CH:15][C:14]([CH3:17])=[CH:13][C:12]=2[C:18]([CH:20]2[CH2:24][CH2:23][CH2:22][CH2:21]2)=[O:19])=[O:9])=[N:4][CH:3]=1.[C:25]([O:29][C:30](=[O:35])[NH:31][CH2:32][CH2:33][SH:34])([CH3:28])([CH3:27])[CH3:26]. No catalyst specified. The product is [C:25]([O:29][C:30](=[O:35])[NH:31][CH2:32][CH2:33][S:34][C:2]1[S:6][C:5]([NH:7][C:8]([NH:10][C:11]2[CH:16]=[CH:15][C:14]([CH3:17])=[CH:13][C:12]=2[C:18]([CH:20]2[CH2:24][CH2:23][CH2:22][CH2:21]2)=[O:19])=[O:9])=[N:4][CH:3]=1)([CH3:28])([CH3:26])[CH3:27]. The yield is 0.400. (4) The reactants are [CH3:1][C:2]1[CH:3]=[CH:4][C:5]([O:8][C:9]2[CH:16]=[CH:15][C:12]([C:13]#[N:14])=[CH:11][CH:10]=2)=[N:6][CH:7]=1.C1C(=O)N([Br:24])C(=O)C1.C(OOC(=O)C1C=CC=CC=1)(=O)C1C=CC=CC=1.[O-]S([O-])(=S)=O.[Na+].[Na+].P([O-])(OCC)OCC.CCN(C(C)C)C(C)C.C([O-])(O)=O.[Na+]. The catalyst is C(Cl)(Cl)(Cl)Cl.O. The product is [Br:24][CH2:1][C:2]1[CH:3]=[CH:4][C:5]([O:8][C:9]2[CH:16]=[CH:15][C:12]([C:13]#[N:14])=[CH:11][CH:10]=2)=[N:6][CH:7]=1. The yield is 0.530. (5) The reactants are C(Cl)(=O)C.[N+:5]([C:8]([CH3:38])([CH3:37])[CH2:9][O:10][C:11]1[CH:16]=[CH:15][C:14]([NH:17][C:18](=[O:29])[C:19]2[CH:24]=[CH:23][CH:22]=[C:21]([C:25]([F:28])([F:27])[F:26])[CH:20]=2)=[CH:13][C:12]=1[C:30]1[N:31]([CH3:36])[N:32]=[CH:33][C:34]=1[Cl:35])([O-])=O. The catalyst is CO.[Zn]. The product is [NH2:5][C:8]([CH3:38])([CH3:37])[CH2:9][O:10][C:11]1[CH:16]=[CH:15][C:14]([NH:17][C:18](=[O:29])[C:19]2[CH:24]=[CH:23][CH:22]=[C:21]([C:25]([F:28])([F:26])[F:27])[CH:20]=2)=[CH:13][C:12]=1[C:30]1[N:31]([CH3:36])[N:32]=[CH:33][C:34]=1[Cl:35]. The yield is 0.830. (6) The reactants are Cl.[Cl:2][C:3]1[CH:8]=[CH:7][C:6]([S:9]([NH:12][C:13]2[CH:18]=[CH:17][C:16]([F:19])=[C:15]([NH:20][C:21]3[C:26]([C:27]4[N:35]=[CH:34][N:33]=[C:32]5[C:28]=4[N:29]=[CH:30][N:31]5C4CCCCO4)=[CH:25][CH:24]=[CH:23][N:22]=3)[C:14]=2[F:42])(=[O:11])=[O:10])=[C:5]([F:43])[CH:4]=1. No catalyst specified. The product is [N:35]1[C:27]([C:26]2[C:21]([NH:20][C:15]3[C:14]([F:42])=[C:13]([NH:12][S:9]([C:6]4[CH:7]=[CH:8][C:3]([Cl:2])=[CH:4][C:5]=4[F:43])(=[O:11])=[O:10])[CH:18]=[CH:17][C:16]=3[F:19])=[N:22][CH:23]=[CH:24][CH:25]=2)=[C:28]2[C:32]([NH:31][CH:30]=[N:29]2)=[N:33][CH:34]=1. The yield is 0.880. (7) The reactants are [Cl:1][C:2]1[CH:3]=[C:4]([O:12][C:13]2[CH:18]=[CH:17][C:16]([CH2:19][CH2:20][O:21][C:22]3[NH:23][CH:24]=[C:25]([CH2:29][CH3:30])[C:26](=[O:28])[N:27]=3)=[CH:15][CH:14]=2)[CH:5]=[C:6]([C:8]([F:11])([F:10])[F:9])[CH:7]=1.[CH3:31]CN(C(C)C)C(C)C.CI. The catalyst is C(Cl)Cl. The product is [Cl:1][C:2]1[CH:3]=[C:4]([O:12][C:13]2[CH:14]=[CH:15][C:16]([CH2:19][CH2:20][O:21][C:22]3[N:23]([CH3:31])[CH:24]=[C:25]([CH2:29][CH3:30])[C:26](=[O:28])[N:27]=3)=[CH:17][CH:18]=2)[CH:5]=[C:6]([C:8]([F:11])([F:9])[F:10])[CH:7]=1. The yield is 0.139.